Dataset: B-cell epitopes from IEDB database with 3,159 antigens for binding position prediction. Task: Token-level Classification. Given an antigen amino acid sequence, predict which amino acid positions are active epitope sites capable of antibody binding. Output is a list of indices for active positions. (1) Given the antigen sequence: MRIKIFMLVTAVVLLCCSGVATAAPKTYCEELKGTDTGQACQIQMSDPAYNINISLPSYYPDQKSLENYIAQTRDKFLSAATSSTPREAPYELNITSATYQSAIPPRGTQAVVLKVYQNAGGTHPTTTYKAFDWDQAYRKPITYDTLWQADTDPLPVVFPIVQGELSKQTGQQVSIAPNAGLDPVNYQNFAVTNDGVIFFFNPGELLPEAAGPTQVLVPRSAIDSMLA, which amino acid positions are active epitope sites? The epitope positions are: [78, 79, 80, 81, 82, 83, 84, 85, 86, 87, 88, 89, 90, 91, 92, 93]. The amino acids at these positions are: SAATSSTPREAPYELN. (2) Given the antigen sequence: MNTVTLDSMAFDNFEVADSQLLSTMEAGDGVDSILGGVATYGAATMGLCAVSGPIGWGLGGAYLLTCAAAGGMIGYGAATLD, which amino acid positions are active epitope sites? The epitope positions are: [35, 36, 37, 38, 39, 40]. The amino acids at these positions are: GGVATY. (3) Given the antigen sequence: MSKKPGGPGKPRVVNMLKRGIPRVFPLVGVKRVVMNLLDGRGPIRFVLALLAFFRFTALAPTKALMRRWKSVNKTTAMKHLTSFKKELGTLIDVVNKRGKKQKKRGGSETSVLMLIFMLIGFAAALKLSTFQGKIMMTVNATDIADVIAIPTPKGPNQCWIRAIDIGFMCDDTITYECPKLESGNDPEDIDCWCDKQAVYVNYGRCTRARHSKRSRRSITVQTHGESTLVNKKDAWLDSTKATRYLTKTENWIIRNPGYALVAVVLGWMLGSNTGQKVIFTVLLLLVAPAYSFNCLGMSSRDFIEGASGATWVDLVLEGDSCITIMAADKPTLDIRMMNIEATNLALVRNYCYAATVSDVSTVSNCPTTGESHNTKRADHNYLCKRGVTDRGWGNGCGLFGKGSIDTCAKFTCSNSAAGRLILPEDIKYEVGVFVHGSTDSTSHGNYSTQIGANQAVRFTISPNAPAITAKMGDYGEVTVECEPRSGLNTEAYYVMTIGT..., which amino acid positions are active epitope sites? The epitope positions are: [521, 522, 523, 524, 525, 526, 527, 528, 529, 530, 531, 532]. The amino acids at these positions are: STEWRNREILVE. (4) Given the antigen sequence: VPLRGTLKDVPVEGSSSSSSSSSSSSSSSSSSTSTVAPANKARTGEDAEGSQDSSGTEASGSQGSEEEGSEGDGQTSAASQPTTPAQSEGATTETIEATPKEECGTSFVMWFGEGTPAATLKCGAYTIVYAPIKDQTDPAPRYISGEVTSVTFEKSDNTVKIKVNGQDFSTLSANSSSPTENGGSAGQASSRSRRSLSEETSEAAATVDLFAFTLDGGKRIEVAVPNVEDASKRDKYSLVADDKPFYTGANSGTTNGVYRLNENGDLVDKDNTVLLKDAVL, which amino acid positions are active epitope sites? The epitope positions are: [199, 200, 201, 202, 203, 204, 205, 206, 207, 208, 209, 210, 211, 212, 213, 214, 215, 216, 217, 218]. The amino acids at these positions are: ETSEAAATVDLFAFTLDGGK. (5) The epitope positions are: [68, 69, 70, 71, 72, 73, 74, 75, 76, 77, 78, 79, 80]. The amino acids at these positions are: RALKRRNARTKAR. Given the antigen sequence: MDWRHKAVCRDEDPELFFPVGNSGPALAQIADAKLVCNRCPVTTECLSWALNTGQDSGVWGGMSEDERRALKRRNARTKARTGV, which amino acid positions are active epitope sites? (6) Given the antigen sequence: GLKELTPTLKIQSAKQGDTATYLCASSLGGNQDTQYFGPG, which amino acid positions are active epitope sites? The epitope positions are: [24, 25, 26, 27, 28, 29, 30, 31, 32, 33, 34, 35]. The amino acids at these positions are: ASSLGGNQDTQY.